Dataset: Reaction yield outcomes from USPTO patents with 853,638 reactions. Task: Predict the reaction yield, written as a fraction of the theoretical maximum amount of product (1.0 means a 100% yield; for example, 0.34 means a 34% yield). (1) The reactants are [Cl:1][C:2]1[CH:7]=[C:6]([C:8]2[NH:9][C:10]3[C:15]([CH:16]=2)=[C:14]([F:17])[CH:13]=[CH:12][CH:11]=3)[C:5](/[CH:18]=[CH:19]\[CH3:20])=[CH:4][N:3]=1.[OH-].[K+]. The catalyst is CCCC[N+](CCCC)(CCCC)CCCC.[Cl-].CS(C)=O. The product is [Cl:1][C:2]1[N:3]=[CH:4][C:5]2[CH2:18][CH:19]([CH3:20])[N:9]3[C:10]4[CH:11]=[CH:12][CH:13]=[C:14]([F:17])[C:15]=4[CH:16]=[C:8]3[C:6]=2[CH:7]=1. The yield is 0.333. (2) The reactants are Br[C:2]1[CH:7]=[C:6]([C:8]([CH3:11])([CH3:10])[CH3:9])[CH:5]=[C:4]([N+:12]([O-:14])=[O:13])[C:3]=1[O:15][CH3:16].[NH:17]1[CH2:21][CH2:20][CH2:19][C:18]1=[O:22].C1(P(C2C=CC=CC=2)C2C3OC4C(=CC=CC=4P(C4C=CC=CC=4)C4C=CC=CC=4)C(C)(C)C=3C=CC=2)C=CC=CC=1.C([O-])([O-])=O.[Cs+].[Cs+]. The catalyst is C1C=CC(/C=C/C(/C=C/C2C=CC=CC=2)=O)=CC=1.C1C=CC(/C=C/C(/C=C/C2C=CC=CC=2)=O)=CC=1.C1C=CC(/C=C/C(/C=C/C2C=CC=CC=2)=O)=CC=1.[Pd].[Pd]. The product is [C:8]([C:6]1[CH:5]=[C:4]([N+:12]([O-:14])=[O:13])[C:3]([O:15][CH3:16])=[C:2]([N:17]2[CH2:21][CH2:20][CH2:19][C:18]2=[O:22])[CH:7]=1)([CH3:11])([CH3:10])[CH3:9]. The yield is 0.300. (3) The reactants are C([O:3][C:4]([C:6]1[C:10]([NH2:11])=[C:9]([C:12]2[CH:17]=[CH:16][C:15]([Cl:18])=[CH:14][CH:13]=2)[N:8]([C:19]2[CH:24]=[CH:23][CH:22]=[CH:21][C:20]=2[Cl:25])[N:7]=1)=O)C.C(O)(=O)C.[CH:30](N)=[NH:31]. The catalyst is C(OCCO)C. The product is [Cl:18][C:15]1[CH:14]=[CH:13][C:12]([C:9]2[N:8]([C:19]3[CH:24]=[CH:23][CH:22]=[CH:21][C:20]=3[Cl:25])[N:7]=[C:6]3[C:4]([OH:3])=[N:31][CH:30]=[N:11][C:10]=23)=[CH:17][CH:16]=1. The yield is 0.870.